Task: Predict the reaction yield, written as a fraction of the theoretical maximum amount of product (1.0 means a 100% yield; for example, 0.34 means a 34% yield).. Dataset: Reaction yield outcomes from USPTO patents with 853,638 reactions The yield is 0.180. The catalyst is C(Cl)(Cl)(Cl)Cl.C(OCC)(=O)C. The product is [C:45]([O:48][CH2:36][C:33]1[CH:32]=[N:31][C:30]([C:29]([C:23]2[CH:24]=[C:25]([F:28])[CH:26]=[CH:27][C:22]=2[F:21])=[O:37])=[CH:35][CH:34]=1)(=[O:47])[CH3:46]. The reactants are BrN1C(=O)CCC1=O.N(C(C)(C)C#N)=NC(C)(C)C#N.[F:21][C:22]1[CH:27]=[CH:26][C:25]([F:28])=[CH:24][C:23]=1[CH:29]([OH:37])[C:30]1[CH:35]=[CH:34][C:33]([CH3:36])=[CH:32][N:31]=1.S([O-])([O-])(=O)=S.[Na+].[Na+].[C:45]([O-:48])(=[O:47])[CH3:46].[Na+].